Dataset: Reaction yield outcomes from USPTO patents with 853,638 reactions. Task: Predict the reaction yield, written as a fraction of the theoretical maximum amount of product (1.0 means a 100% yield; for example, 0.34 means a 34% yield). (1) The reactants are [NH2:1][CH:2]1[CH2:7][CH2:6][CH:5]([C:8]([O:10][CH2:11][C:12]2[CH:17]=[CH:16][CH:15]=[CH:14][CH:13]=2)=[O:9])[CH2:4][CH2:3]1.[C:18]([N:25]1[CH2:32][CH2:31][CH2:30][C@H:26]1[C:27](O)=[O:28])([O:20][C:21]([CH3:24])([CH3:23])[CH3:22])=[O:19].C1C=CC2N(O)N=NC=2C=1.C(N(CC)CC)C.CCN=C=NCCCN(C)C.Cl. The catalyst is C(Cl)Cl. The product is [CH2:11]([O:10][C:8]([C@H:5]1[CH2:6][CH2:7][C@@H:2]([NH:1][C:27]([CH:26]2[CH2:30][CH2:31][CH2:32][N:25]2[C:18]([O:20][C:21]([CH3:24])([CH3:23])[CH3:22])=[O:19])=[O:28])[CH2:3][CH2:4]1)=[O:9])[C:12]1[CH:13]=[CH:14][CH:15]=[CH:16][CH:17]=1. The yield is 0.360. (2) The reactants are [Br:1][C:2]1[CH:10]=[C:9]([N+:11]([O-:13])=[O:12])[C:8]([OH:14])=[C:7]2[C:3]=1[CH2:4][CH2:5][C:6]2=[O:15].N12CCCN=C1CCCC[CH2:17]2.IC.C(=O)([O-])O.[Na+]. The catalyst is CN(C)C=O. The product is [Br:1][C:2]1[CH:10]=[C:9]([N+:11]([O-:13])=[O:12])[C:8]([O:14][CH3:17])=[C:7]2[C:3]=1[CH2:4][CH2:5][C:6]2=[O:15]. The yield is 0.790. (3) The reactants are [Si:1]([O:8][CH2:9][C:10]1[CH:18]=[CH:17][C:13]([C:14](O)=[O:15])=[C:12]([N+:19]([O-:21])=[O:20])[CH:11]=1)([C:4]([CH3:7])([CH3:6])[CH3:5])([CH3:3])[CH3:2].CC[N:24]=C=NCCCN(C)C.O. The catalyst is CN(C=O)C. The product is [Si:1]([O:8][CH2:9][C:10]1[CH:18]=[CH:17][C:13]([C:14]([NH2:24])=[O:15])=[C:12]([N+:19]([O-:21])=[O:20])[CH:11]=1)([C:4]([CH3:7])([CH3:6])[CH3:5])([CH3:3])[CH3:2]. The yield is 0.800.